Dataset: NCI-60 drug combinations with 297,098 pairs across 59 cell lines. Task: Regression. Given two drug SMILES strings and cell line genomic features, predict the synergy score measuring deviation from expected non-interaction effect. (1) Drug 1: C1=C(C(=O)NC(=O)N1)N(CCCl)CCCl. Drug 2: CC1=C2C(C(=O)C3(C(CC4C(C3C(C(C2(C)C)(CC1OC(=O)C(C(C5=CC=CC=C5)NC(=O)C6=CC=CC=C6)O)O)OC(=O)C7=CC=CC=C7)(CO4)OC(=O)C)O)C)OC(=O)C. Cell line: PC-3. Synergy scores: CSS=37.1, Synergy_ZIP=-11.1, Synergy_Bliss=-9.01, Synergy_Loewe=-36.0, Synergy_HSA=-5.52. (2) Drug 1: CC1CCCC2(C(O2)CC(NC(=O)CC(C(C(=O)C(C1O)C)(C)C)O)C(=CC3=CSC(=N3)C)C)C. Drug 2: CC12CCC3C(C1CCC2OP(=O)(O)O)CCC4=C3C=CC(=C4)OC(=O)N(CCCl)CCCl.[Na+]. Cell line: HOP-92. Synergy scores: CSS=16.1, Synergy_ZIP=-17.7, Synergy_Bliss=-22.5, Synergy_Loewe=-15.5, Synergy_HSA=-17.1. (3) Drug 1: CC1OCC2C(O1)C(C(C(O2)OC3C4COC(=O)C4C(C5=CC6=C(C=C35)OCO6)C7=CC(=C(C(=C7)OC)O)OC)O)O. Drug 2: CC=C1C(=O)NC(C(=O)OC2CC(=O)NC(C(=O)NC(CSSCCC=C2)C(=O)N1)C(C)C)C(C)C. Cell line: 786-0. Synergy scores: CSS=31.3, Synergy_ZIP=-7.26, Synergy_Bliss=0.234, Synergy_Loewe=-3.44, Synergy_HSA=4.97. (4) Drug 1: C1C(C(OC1N2C=C(C(=O)NC2=O)F)CO)O. Drug 2: B(C(CC(C)C)NC(=O)C(CC1=CC=CC=C1)NC(=O)C2=NC=CN=C2)(O)O. Cell line: HOP-62. Synergy scores: CSS=65.0, Synergy_ZIP=-6.92, Synergy_Bliss=-0.887, Synergy_Loewe=-2.86, Synergy_HSA=-1.51.